Dataset: Reaction yield outcomes from USPTO patents with 853,638 reactions. Task: Predict the reaction yield, written as a fraction of the theoretical maximum amount of product (1.0 means a 100% yield; for example, 0.34 means a 34% yield). (1) The product is [F:14][CH:15]([F:19])[C:16]1[NH:8][C:7]2[CH:6]=[C:5]([N+:9]([O-:11])=[O:10])[CH:4]=[C:3]([O:12][CH3:13])[C:2]=2[N:1]=1. The yield is 0.910. The reactants are [NH2:1][C:2]1[C:7]([NH2:8])=[CH:6][C:5]([N+:9]([O-:11])=[O:10])=[CH:4][C:3]=1[O:12][CH3:13].[F:14][CH:15]([F:19])[C:16](O)=O. The catalyst is O. (2) The reactants are [F:1][C@H:2]1[C@H:7]([O:8][C:9]2[CH:14]=[CH:13][C:12]([N+:15]([O-])=O)=[CH:11][C:10]=2[C:18]([F:21])([F:20])[F:19])[CH2:6][CH2:5][N:4]([CH:22]2[CH2:25][O:24][CH2:23]2)[CH2:3]1. The catalyst is CCO.[Pd]. The product is [F:1][C@H:2]1[C@H:7]([O:8][C:9]2[CH:14]=[CH:13][C:12]([NH2:15])=[CH:11][C:10]=2[C:18]([F:20])([F:19])[F:21])[CH2:6][CH2:5][N:4]([CH:22]2[CH2:25][O:24][CH2:23]2)[CH2:3]1. The yield is 0.900.